This data is from Full USPTO retrosynthesis dataset with 1.9M reactions from patents (1976-2016). The task is: Predict the reactants needed to synthesize the given product. (1) Given the product [CH3:1][C@@H:2]1[CH2:3][CH2:4][C@H:5]([O:8][C:9]2[C:18]([C:19]([F:20])([F:21])[F:22])=[C:17]3[C:12]([CH:13]=[CH:14][C:15]([CH2:23][N:61]4[CH:59]5[CH2:58][CH2:57][CH2:56][CH:55]4[CH2:54][CH:53]([C:51]([OH:50])=[O:52])[CH2:60]5)=[CH:16]3)=[CH:11][CH:10]=2)[CH2:6][CH2:7]1, predict the reactants needed to synthesize it. The reactants are: [CH3:1][C@@H:2]1[CH2:7][CH2:6][C@H:5]([O:8][C:9]2[C:18]([C:19]([F:22])([F:21])[F:20])=[C:17]3[C:12]([CH:13]=[CH:14][C:15]([CH2:23]OS(C)(=O)=O)=[CH:16]3)=[CH:11][CH:10]=2)[CH2:4][CH2:3]1.CN(C)C=O.Cl.C(=O)([O-])[O-].[Cs+].[Cs+].O1CCCC1.[OH-].[Li+].O.C[O:50][C:51]([CH:53]1[CH2:60][CH:59]2[NH:61][CH:55]([CH2:56][CH2:57][CH2:58]2)[CH2:54]1)=[O:52]. (2) Given the product [Cl:11][C:12]1[N:13]=[C:14]([CH:17]([C:18]2[NH:19][C:20]([C:31]3[CH:36]=[CH:35][CH:34]=[C:33]([F:37])[CH:32]=3)=[C:21]3[C:26](=[O:27])[N:25]([CH3:28])[C:24](=[O:29])[N:23]([CH3:30])[C:22]=23)[CH:40]([C:39]([O:46][CH3:47])=[O:45])[C:41]([O:43][CH3:44])=[O:42])[S:15][CH:16]=1, predict the reactants needed to synthesize it. The reactants are: C[Si]([N-][Si](C)(C)C)(C)C.[Na+].[Cl:11][C:12]1[N:13]=[C:14]([CH:17](O)[C:18]2[NH:19][C:20]([C:31]3[CH:36]=[CH:35][CH:34]=[C:33]([F:37])[CH:32]=3)=[C:21]3[C:26](=[O:27])[N:25]([CH3:28])[C:24](=[O:29])[N:23]([CH3:30])[C:22]=23)[S:15][CH:16]=1.[C:39]([O:46][CH3:47])(=[O:45])[CH2:40][C:41]([O:43][CH3:44])=[O:42]. (3) Given the product [Cl:19][C:14]1[CH:13]=[C:12]([NH:11][C:10]([NH:9][C:4]2[N:5]=[C:6]([CH3:8])[CH:7]=[C:2]([NH:21][C@H:22]3[CH2:27][CH2:26][CH2:25][NH:24][CH2:23]3)[N:3]=2)=[NH:20])[CH:17]=[CH:16][C:15]=1[Cl:18], predict the reactants needed to synthesize it. The reactants are: Cl[C:2]1[CH:7]=[C:6]([CH3:8])[N:5]=[C:4]([NH:9][C:10](=[NH:20])[NH:11][C:12]2[CH:17]=[CH:16][C:15]([Cl:18])=[C:14]([Cl:19])[CH:13]=2)[N:3]=1.[NH2:21][C@H:22]1[CH2:27][CH2:26][CH2:25][N:24](C(OC(C)(C)C)=O)[CH2:23]1. (4) Given the product [CH:27]([N:26]1[C:22]([C:16]2[N:17]=[C:18]3[C:19]4[CH:20]=[CH:21][C:8]([C:6]5[N:32]([CH:34]6[CH2:39][CH2:38][N:37]([CH3:40])[CH2:36][CH2:35]6)[N:33]=[CH:4][N:5]=5)=[CH:9][C:10]=4[O:11][CH2:12][CH2:13][N:14]3[CH:15]=2)=[N:23][C:24]([CH3:30])=[N:25]1)([CH3:28])[CH3:29], predict the reactants needed to synthesize it. The reactants are: CN(/[CH:4]=[N:5]/[C:6]([C:8]1[CH:9]=[C:10]2[C:19](=[CH:20][CH:21]=1)[C:18]1[N:14]([CH:15]=[C:16]([C:22]3[N:26]([CH:27]([CH3:29])[CH3:28])[N:25]=[C:24]([CH3:30])[N:23]=3)[N:17]=1)[CH2:13][CH2:12][O:11]2)=O)C.Cl.[NH:32]([CH:34]1[CH2:39][CH2:38][N:37]([CH3:40])[CH2:36][CH2:35]1)[NH2:33].